From a dataset of Forward reaction prediction with 1.9M reactions from USPTO patents (1976-2016). Predict the product of the given reaction. (1) Given the reactants [Cl:1][C:2]1[C:28]([Cl:29])=[CH:27][C:5]([O:6][C:7]2[CH:12]=[C:11]([O:13][CH2:14][CH2:15][N:16]3C(=O)C4C(=CC=CC=4)C3=O)[CH:10]=[CH:9][N:8]=2)=[C:4]([I:30])[CH:3]=1, predict the reaction product. The product is: [Cl:1][C:2]1[C:28]([Cl:29])=[CH:27][C:5]([O:6][C:7]2[CH:12]=[C:11]([O:13][CH2:14][CH2:15][NH2:16])[CH:10]=[CH:9][N:8]=2)=[C:4]([I:30])[CH:3]=1. (2) Given the reactants [Cl:1][C:2]1[CH:7]=[CH:6][C:5]([CH:8]([C:10]2[CH:15]=[CH:14][C:13]([O:16][Si](C(C)C)(C(C)C)C(C)C)=[CH:12][CH:11]=2)[OH:9])=[CH:4][CH:3]=1.CCCC[N+](CCCC)(CCCC)CCCC.[F-].[Br:45][CH2:46][CH2:47][CH2:48][CH2:49][CH2:50][CH2:51][CH2:52][CH2:53]Br.C([O-])([O-])=O.[K+].[K+], predict the reaction product. The product is: [Br:45][CH2:46][CH2:47][CH2:48][CH2:49][CH2:50][CH2:51][CH2:52][CH2:53][O:16][C:13]1[CH:12]=[CH:11][C:10]([CH:8]([C:5]2[CH:4]=[CH:3][C:2]([Cl:1])=[CH:7][CH:6]=2)[OH:9])=[CH:15][CH:14]=1. (3) Given the reactants [C:1]12([CH2:11][O:12][C:13]3[C:22]([I:23])=[CH:21][C:16]([C:17]([O:19]C)=[O:18])=[C:15]([F:24])[CH:14]=3)[CH2:10][CH:5]3[CH2:6][CH:7]([CH2:9][CH:3]([CH2:4]3)[CH2:2]1)[CH2:8]2.O.[OH-].[Li+].Cl.C(OCC)(=O)C, predict the reaction product. The product is: [C:1]12([CH2:11][O:12][C:13]3[C:22]([I:23])=[CH:21][C:16]([C:17]([OH:19])=[O:18])=[C:15]([F:24])[CH:14]=3)[CH2:2][CH:3]3[CH2:4][CH:5]([CH2:6][CH:7]([CH2:9]3)[CH2:8]1)[CH2:10]2. (4) Given the reactants C([O:5][C:6](=[O:46])[CH2:7][O:8][C:9]1[CH:14]=[CH:13][C:12]([N:15]([CH2:37][C:38]2[CH:43]=[CH:42][CH:41]=[C:40]([C:44]#[N:45])[CH:39]=2)[CH:16]2[CH2:21][CH2:20][N:19]([CH:22]([CH3:36])[CH2:23][CH2:24][NH:25][C:26](=[O:35])[C:27]3[C:32]([CH3:33])=[CH:31][CH:30]=[CH:29][C:28]=3[CH3:34])[CH2:18][CH2:17]2)=[CH:11][CH:10]=1)(C)(C)C.C1(OC)C=CC=CC=1.C(O)(C(F)(F)F)=O, predict the reaction product. The product is: [C:44]([C:40]1[CH:39]=[C:38]([CH:43]=[CH:42][CH:41]=1)[CH2:37][N:15]([CH:16]1[CH2:21][CH2:20][N:19]([CH:22]([CH3:36])[CH2:23][CH2:24][NH:25][C:26](=[O:35])[C:27]2[C:28]([CH3:34])=[CH:29][CH:30]=[CH:31][C:32]=2[CH3:33])[CH2:18][CH2:17]1)[C:12]1[CH:13]=[CH:14][C:9]([O:8][CH2:7][C:6]([OH:46])=[O:5])=[CH:10][CH:11]=1)#[N:45]. (5) Given the reactants [CH3:1][O:2][C:3](=[O:34])[CH2:4]N1CC(C)(C)N(CC2C=C(C3C=CC(O)=CC=3F)N=C3NN=C(C)C=23)CC1(C)C.[CH3:35][O:36][CH2:37][O:38][C:39]1[CH:44]=[CH:43][C:42]([C:45]2[N:50]=[C:49]3[N:51]([CH:55]4[CH2:60][CH2:59][CH2:58][CH2:57][O:56]4)[N:52]=[C:53]([CH3:54])[C:48]3=[C:47]([CH2:61][N:62]3[CH2:67][C:66]([CH3:69])([CH3:68])[NH:65][CH2:64][C:63]3([CH3:71])[CH3:70])[CH:46]=2)=[CH:41][CH:40]=1.BrCC(OC)=O, predict the reaction product. The product is: [CH3:1][O:2][C:3](=[O:34])[CH2:4][N:65]1[CH2:64][C:63]([CH3:71])([CH3:70])[N:62]([CH2:61][C:47]2[CH:46]=[C:45]([C:42]3[CH:41]=[CH:40][C:39]([O:38][CH2:37][O:36][CH3:35])=[CH:44][CH:43]=3)[N:50]=[C:49]3[N:51]([CH:55]4[CH2:60][CH2:59][CH2:58][CH2:57][O:56]4)[N:52]=[C:53]([CH3:54])[C:48]=23)[CH2:67][C:66]1([CH3:69])[CH3:68]. (6) Given the reactants [CH2:1]([O:8][C:9]1[C:32](=[O:33])[N:13]2[CH2:14][CH:15]3[CH2:20][CH2:19][C:18]([NH:21][C:22]([O:24][CH2:25][C:26]4[CH:31]=[CH:30][CH:29]=[CH:28][CH:27]=4)=[O:23])([C:12]2=[N:11][C:10]=1[C:34](O)=[O:35])[CH2:17][CH2:16]3)[C:2]1[CH:7]=[CH:6][CH:5]=[CH:4][CH:3]=1.C(Cl)(=O)C(Cl)=O.Cl.[NH2:44][CH:45]([CH2:48][C:49]1[CH:54]=[CH:53][C:52]([F:55])=[CH:51][CH:50]=1)[C:46]#[N:47].C(N(CC)CC)C.C([O-])(O)=O.[Na+], predict the reaction product. The product is: [CH2:25]([O:24][C:22](=[O:23])[NH:21][C:18]12[CH2:17][CH2:16][CH:15]([CH2:20][CH2:19]1)[CH2:14][N:13]1[C:32](=[O:33])[C:9]([O:8][CH2:1][C:2]3[CH:7]=[CH:6][CH:5]=[CH:4][CH:3]=3)=[C:10]([C:34](=[O:35])[NH:44][CH:45]([C:46]#[N:47])[CH2:48][C:49]3[CH:54]=[CH:53][C:52]([F:55])=[CH:51][CH:50]=3)[N:11]=[C:12]21)[C:26]1[CH:31]=[CH:30][CH:29]=[CH:28][CH:27]=1. (7) The product is: [CH:1]12[CH2:7][CH:4]([CH:5]=[CH:6]1)[CH2:3][CH:2]2[NH:8][C:9](=[S:10])[NH:11][N:12]=[CH:21][C:18]1[CH:17]=[CH:16][C:15]([C:14]([F:13])([F:23])[F:24])=[CH:20][CH:19]=1. Given the reactants [CH:1]12[CH2:7][CH:4]([CH:5]=[CH:6]1)[CH2:3][CH:2]2[NH:8][C:9]([NH:11][NH2:12])=[S:10].[F:13][C:14]([F:24])([F:23])[C:15]1[CH:20]=[CH:19][C:18]([CH:21]=O)=[CH:17][CH:16]=1, predict the reaction product.